This data is from NCI-60 drug combinations with 297,098 pairs across 59 cell lines. The task is: Regression. Given two drug SMILES strings and cell line genomic features, predict the synergy score measuring deviation from expected non-interaction effect. (1) Drug 1: C1CCC(CC1)NC(=O)N(CCCl)N=O. Drug 2: CC1=C(C(=CC=C1)Cl)NC(=O)C2=CN=C(S2)NC3=CC(=NC(=N3)C)N4CCN(CC4)CCO. Cell line: CCRF-CEM. Synergy scores: CSS=30.1, Synergy_ZIP=4.63, Synergy_Bliss=5.64, Synergy_Loewe=2.91, Synergy_HSA=3.38. (2) Drug 2: CC1CCCC2(C(O2)CC(NC(=O)CC(C(C(=O)C(C1O)C)(C)C)O)C(=CC3=CSC(=N3)C)C)C. Drug 1: CC1=C2C(C(=O)C3(C(CC4C(C3C(C(C2(C)C)(CC1OC(=O)C(C(C5=CC=CC=C5)NC(=O)OC(C)(C)C)O)O)OC(=O)C6=CC=CC=C6)(CO4)OC(=O)C)O)C)O. Cell line: UO-31. Synergy scores: CSS=19.3, Synergy_ZIP=6.61, Synergy_Bliss=5.09, Synergy_Loewe=-3.36, Synergy_HSA=-4.25.